Dataset: Full USPTO retrosynthesis dataset with 1.9M reactions from patents (1976-2016). Task: Predict the reactants needed to synthesize the given product. (1) Given the product [F:1][C:2]([F:34])([F:35])[C:3]1[CH:29]=[C:28]([C:30]([F:33])([F:32])[F:31])[CH:27]=[CH:26][C:4]=1[CH2:5][N:6]1[C:14]2[C:9](=[CH:10][C:11]([CH:15]=[C:16]3[S:20][C:19]([N:36]4[CH2:41][CH2:40][CH:39]([C:42]([OH:44])=[O:43])[CH2:38][CH2:37]4)=[N:18][C:17]3=[O:24])=[CH:12][CH:13]=2)[C:8]([I:25])=[N:7]1, predict the reactants needed to synthesize it. The reactants are: [F:1][C:2]([F:35])([F:34])[C:3]1[CH:29]=[C:28]([C:30]([F:33])([F:32])[F:31])[CH:27]=[CH:26][C:4]=1[CH2:5][N:6]1[C:14]2[C:9](=[CH:10][C:11]([CH:15]=[C:16]3[S:20][C:19](SCC)=[N:18][C:17]3=[O:24])=[CH:12][CH:13]=2)[C:8]([I:25])=[N:7]1.[NH:36]1[CH2:41][CH2:40][CH:39]([C:42]([OH:44])=[O:43])[CH2:38][CH2:37]1. (2) The reactants are: [CH3:1][N:2]([CH3:6])[CH2:3][CH2:4][OH:5].[H-].[Na+].Cl[C:10]1[CH:19]=[N:18][C:17]2[C:12](=[CH:13][C:14]([C:20]3[C:24]([C:25]4[CH:30]=[CH:29][CH:28]=[C:27]([CH3:31])[N:26]=4)=[N:23][N:22]4[CH2:32][CH2:33][CH2:34][C:21]=34)=[CH:15][CH:16]=2)[N:11]=1. Given the product [CH3:1][N:2]([CH3:6])[CH2:3][CH2:4][O:5][C:10]1[CH:19]=[N:18][C:17]2[C:12](=[CH:13][C:14]([C:20]3[C:24]([C:25]4[CH:30]=[CH:29][CH:28]=[C:27]([CH3:31])[N:26]=4)=[N:23][N:22]4[CH2:32][CH2:33][CH2:34][C:21]=34)=[CH:15][CH:16]=2)[N:11]=1, predict the reactants needed to synthesize it. (3) Given the product [N:6]1[CH:7]=[CH:8][CH:9]=[CH:10][C:5]=1[C:3]1[N:4]=[C:14]([C@H:15]2[CH2:16][C@H:11]2[C:12]([OH:18])=[O:13])[O:1][N:2]=1, predict the reactants needed to synthesize it. The reactants are: [OH:1][N:2]=[C:3]([C:5]1[CH:10]=[CH:9][CH:8]=[CH:7][N:6]=1)[NH2:4].[CH:11]12[CH2:16][CH:15]1[C:14](=O)[O:13][C:12]2=[O:18]. (4) Given the product [Cl:3][C:11]1[N:12]([CH3:14])[N:13]=[C:9]([CH2:8][O:7][CH3:6])[C:10]=1[CH:18]=[O:19], predict the reactants needed to synthesize it. The reactants are: P(Cl)(Cl)([Cl:3])=O.[CH3:6][O:7][CH2:8][C:9]1[CH2:10][C:11](=O)[N:12]([CH3:14])[N:13]=1.CN(C)[CH:18]=[O:19]. (5) Given the product [C:1]([O:5][C:6](=[O:19])[NH:7][C@H:8]([CH2:9][C:10]1[CH:15]=[CH:14][CH:13]=[CH:12][CH:11]=1)[C@@H:16]([OH:17])[CH2:18][N:27]1[CH2:28][CH2:29][CH2:30][C@H:26]1[C:25](=[O:31])[NH:24][C:20]([CH3:22])([CH3:21])[CH3:23])([CH3:4])([CH3:3])[CH3:2], predict the reactants needed to synthesize it. The reactants are: [C:1]([O:5][C:6](=[O:19])[NH:7][C@@H:8]([C@@H:16]1[CH2:18][O:17]1)[CH2:9][C:10]1[CH:15]=[CH:14][CH:13]=[CH:12][CH:11]=1)([CH3:4])([CH3:3])[CH3:2].[C:20]([NH:24][C:25](=[O:31])[C@@H:26]1[CH2:30][CH2:29][CH2:28][NH:27]1)([CH3:23])([CH3:22])[CH3:21]. (6) Given the product [CH2:4]([NH:1][C:2]([NH:24][O:23][CH:20]1[CH2:21][CH2:22][N:17]([S:14]([C:10]2[CH:11]=[CH:12][CH:13]=[C:8]([C:7]([F:26])([F:6])[F:25])[CH:9]=2)(=[O:15])=[O:16])[CH2:18][CH2:19]1)=[O:3])[CH3:5], predict the reactants needed to synthesize it. The reactants are: [N:1]([CH2:4][CH3:5])=[C:2]=[O:3].[F:6][C:7]([F:26])([F:25])[C:8]1[CH:9]=[C:10]([S:14]([N:17]2[CH2:22][CH2:21][CH:20]([O:23][NH2:24])[CH2:19][CH2:18]2)(=[O:16])=[O:15])[CH:11]=[CH:12][CH:13]=1.N1C=CC=CC=1.